From a dataset of Peptide-MHC class I binding affinity with 185,985 pairs from IEDB/IMGT. Regression. Given a peptide amino acid sequence and an MHC pseudo amino acid sequence, predict their binding affinity value. This is MHC class I binding data. (1) The peptide sequence is GLAEKPNDY. The MHC is HLA-B58:01 with pseudo-sequence HLA-B58:01. The binding affinity (normalized) is 0.0847. (2) The peptide sequence is SRNKRGVF. The MHC is Mamu-B17 with pseudo-sequence Mamu-B17. The binding affinity (normalized) is 0. (3) The peptide sequence is IMYDHLPGF. The MHC is HLA-A26:01 with pseudo-sequence HLA-A26:01. The binding affinity (normalized) is 0.0847. (4) The peptide sequence is ENIFYCPI. The MHC is H-2-Kb with pseudo-sequence H-2-Kb. The binding affinity (normalized) is 0.429. (5) The peptide sequence is EELKSLFNTV. The MHC is HLA-A26:03 with pseudo-sequence HLA-A26:03. The binding affinity (normalized) is 0.0847. (6) The peptide sequence is TPQDLNSML. The MHC is HLA-B81:01 with pseudo-sequence HLA-B81:01. The binding affinity (normalized) is 0.532. (7) The peptide sequence is YRRKLTNPA. The MHC is HLA-A02:03 with pseudo-sequence HLA-A02:03. The binding affinity (normalized) is 0.0847. (8) The peptide sequence is HLDELTTTL. The MHC is HLA-B27:05 with pseudo-sequence HLA-B27:05. The binding affinity (normalized) is 0.213. (9) The binding affinity (normalized) is 0.129. The MHC is HLA-B54:01 with pseudo-sequence HLA-B54:01. The peptide sequence is RPGPPPPPP.